Dataset: Forward reaction prediction with 1.9M reactions from USPTO patents (1976-2016). Task: Predict the product of the given reaction. (1) Given the reactants Cl.[NH2:2][C:3]([NH2:5])=[NH:4].O=[C:7]1[CH:18]([C:19](OC)=[O:20])[CH2:17][CH2:16][CH2:15][CH2:14][C:8]21[CH2:13][CH2:12][CH2:11][CH2:10][CH2:9]2.C(=O)([O-])[O-].[K+].[K+], predict the reaction product. The product is: [NH2:4][C:3]1[N:5]=[C:19]([OH:20])[C:18]2[CH2:17][CH2:16][CH2:15][CH2:14][C:8]3([CH2:13][CH2:12][CH2:11][CH2:10][CH2:9]3)[C:7]=2[N:2]=1. (2) Given the reactants Br[C:2]1[CH:3]=[C:4]2[C:9](=[CH:10][CH:11]=1)[N:8]=[CH:7][C:6]([C:12](=[O:16])[CH:13]([CH3:15])[CH3:14])=[C:5]2[NH:17][C@H:18]1[CH2:23][CH2:22][C@H:21]([NH:24][C:25](=[O:31])[O:26][C:27]([CH3:30])([CH3:29])[CH3:28])[CH2:20][CH2:19]1.[F:32][C:33]1[CH:38]=[C:37](B2OC(C)(C)C(C)(C)O2)[CH:36]=[C:35]([F:48])[C:34]=1[OH:49], predict the reaction product. The product is: [F:32][C:33]1[CH:38]=[C:37]([C:2]2[CH:3]=[C:4]3[C:9](=[CH:10][CH:11]=2)[N:8]=[CH:7][C:6]([C:12](=[O:16])[CH:13]([CH3:15])[CH3:14])=[C:5]3[NH:17][C@H:18]2[CH2:19][CH2:20][C@H:21]([NH:24][C:25](=[O:31])[O:26][C:27]([CH3:30])([CH3:28])[CH3:29])[CH2:22][CH2:23]2)[CH:36]=[C:35]([F:48])[C:34]=1[OH:49].